This data is from Forward reaction prediction with 1.9M reactions from USPTO patents (1976-2016). The task is: Predict the product of the given reaction. (1) The product is: [C:1]([C:5]1[CH:31]=[CH:30][C:8]([C:9]([NH:11][C:12]2[CH:28]=[C:27]([NH:29][C:32](=[O:34])[CH3:33])[CH:26]=[CH:25][C:13]=2[C:14]([NH:16][C:17]2[CH:22]=[CH:21][C:20]([O:23][CH3:24])=[CH:19][CH:18]=2)=[O:15])=[O:10])=[CH:7][CH:6]=1)([CH3:4])([CH3:2])[CH3:3]. Given the reactants [C:1]([C:5]1[CH:31]=[CH:30][C:8]([C:9]([NH:11][C:12]2[CH:28]=[C:27]([NH2:29])[CH:26]=[CH:25][C:13]=2[C:14]([NH:16][C:17]2[CH:22]=[CH:21][C:20]([O:23][CH3:24])=[CH:19][CH:18]=2)=[O:15])=[O:10])=[CH:7][CH:6]=1)([CH3:4])([CH3:3])[CH3:2].[C:32](Cl)(=[O:34])[CH3:33], predict the reaction product. (2) Given the reactants [CH2:1]([CH:3]([CH2:6][CH2:7][CH2:8][CH3:9])[CH2:4][NH2:5])[CH3:2].[H-].[Na+].Br[CH2:13][CH2:14][C:15]1[CH:20]=[CH:19][CH:18]=[CH:17][CH:16]=1.O, predict the reaction product. The product is: [CH2:1]([CH:3]([CH2:6][CH2:7][CH2:8][CH3:9])[CH2:4][NH:5][CH2:13][CH2:14][C:15]1[CH:20]=[CH:19][CH:18]=[CH:17][CH:16]=1)[CH3:2]. (3) Given the reactants C(OC(=O)[NH:7][CH2:8][C:9]1[CH:14]=[CH:13][C:12]([CH2:15][NH:16][C:17](=[O:49])[C@@H:18]([NH:26][C:27](=[O:48])[C@H:28]([NH:39][C:40](=[O:47])[C:41]2[CH:46]=[CH:45][CH:44]=[CH:43][CH:42]=2)[CH2:29][C:30]2[CH:35]=[CH:34][C:33]([O:36][CH2:37][CH3:38])=[CH:32][CH:31]=2)[CH2:19][C:20]2[CH:25]=[CH:24][CH:23]=[CH:22][CH:21]=2)=[CH:11][CH:10]=1)(C)(C)C.[ClH:51], predict the reaction product. The product is: [ClH:51].[NH2:7][CH2:8][C:9]1[CH:14]=[CH:13][C:12]([CH2:15][NH:16][C:17]([C@@H:18]([NH:26][C:27]([C@H:28]([NH:39][C:40](=[O:47])[C:41]2[CH:46]=[CH:45][CH:44]=[CH:43][CH:42]=2)[CH2:29][C:30]2[CH:31]=[CH:32][C:33]([O:36][CH2:37][CH3:38])=[CH:34][CH:35]=2)=[O:48])[CH2:19][C:20]2[CH:21]=[CH:22][CH:23]=[CH:24][CH:25]=2)=[O:49])=[CH:11][CH:10]=1. (4) The product is: [F:14][C:15]1[CH:16]=[CH:17][C:18]([OH:24])=[C:19]([C:21]2[CH:22]=[C:5]([C:4]3[CH:8]=[CH:9][CH:10]=[CH:11][C:3]=3[C:2]([F:13])([F:12])[F:1])[NH:30][N:29]=2)[CH:20]=1. Given the reactants [F:1][C:2]([F:13])([F:12])[C:3]1[CH:11]=[CH:10][CH:9]=[CH:8][C:4]=1[C:5](Cl)=O.[F:14][C:15]1[CH:16]=[CH:17][C:18]([OH:24])=[C:19]([C:21](=O)[CH3:22])[CH:20]=1.[OH-].[K+].Cl.O.[NH2:29][NH2:30], predict the reaction product. (5) Given the reactants [CH3:1][N:2]1[C:6]([C:7]([O:9][CH3:10])=[O:8])=[CH:5][C:4](B2OC(C)(C)C(C)(C)O2)=[N:3]1.Br[C:21]1[CH:26]=[CH:25][C:24]([C:27]([F:30])([F:29])[F:28])=[CH:23][CH:22]=1.C(=O)([O-])[O-].[Na+].[Na+].S([O-])([O-])(=O)=O.[Na+].[Na+], predict the reaction product. The product is: [CH3:1][N:2]1[C:6]([C:7]([O:9][CH3:10])=[O:8])=[CH:5][C:4]([C:21]2[CH:26]=[CH:25][C:24]([C:27]([F:30])([F:29])[F:28])=[CH:23][CH:22]=2)=[N:3]1.